This data is from Forward reaction prediction with 1.9M reactions from USPTO patents (1976-2016). The task is: Predict the product of the given reaction. (1) The product is: [CH3:18][N:17]([CH3:19])[CH2:16][CH2:15][O:10][C:6]1[CH:7]=[CH:8][CH:9]=[C:4]([N+:1]([O-:3])=[O:2])[CH:5]=1. Given the reactants [N+:1]([C:4]1[CH:5]=[C:6]([OH:10])[CH:7]=[CH:8][CH:9]=1)([O-:3])=[O:2].[OH-].[K+].Cl.Cl[CH2:15][CH2:16][N:17]([CH3:19])[CH3:18], predict the reaction product. (2) Given the reactants [C:1]([N:4]1[C:13]2[C:8](=[CH:9][C:10]([F:14])=[CH:11][CH:12]=2)[C@H:7]([NH:15]C(=O)OCC2C=CC=CC=2)[C@@H:6]([CH3:26])[C@@H:5]1[CH2:27][CH3:28])(=[O:3])[CH3:2], predict the reaction product. The product is: [NH2:15][C@H:7]1[C:8]2[C:13](=[CH:12][CH:11]=[C:10]([F:14])[CH:9]=2)[N:4]([C:1](=[O:3])[CH3:2])[C@@H:5]([CH2:27][CH3:28])[C@@H:6]1[CH3:26]. (3) Given the reactants C[O:2][C:3](=[O:21])[C:4]1[CH:9]=[C:8]([S:10]([CH3:13])(=[O:12])=[O:11])[CH:7]=[CH:6][C:5]=1[O:14][CH2:15][CH2:16][C:17]([F:20])([F:19])[F:18].[OH-].[Na+].Cl, predict the reaction product. The product is: [CH3:13][S:10]([C:8]1[CH:7]=[CH:6][C:5]([O:14][CH2:15][CH2:16][C:17]([F:18])([F:20])[F:19])=[C:4]([CH:9]=1)[C:3]([OH:21])=[O:2])(=[O:12])=[O:11]. (4) Given the reactants [CH3:1][O:2][C:3]([C:5]1[CH:9]=[C:8](Br)[N:7]([CH:11]([CH3:13])[CH3:12])[CH:6]=1)=[O:4].[CH3:14][O:15][C:16]1[N:21]=[C:20]([O:22][CH3:23])[C:19](B(O)O)=[CH:18][N:17]=1.BrC1N(C(C)C)C2C(C3C=CC(Cl)=CC=3)N(C3C=C(Cl)C=CC=3C)C(=O)C=2C=1.C(C1C=CC(OC)=C(B(O)O)C=1)#N, predict the reaction product. The product is: [CH3:1][O:2][C:3]([C:5]1[CH:9]=[C:8]([C:19]2[C:20]([O:22][CH3:23])=[N:21][C:16]([O:15][CH3:14])=[N:17][CH:18]=2)[N:7]([CH:11]([CH3:13])[CH3:12])[CH:6]=1)=[O:4]. (5) Given the reactants CC1CCCN(C)C1(C)C.[Li]CCCC.[Cl:16][C:17]1[N:22]=[N:21][C:20]2[N:23]([Si:26]([CH:33]([CH3:35])[CH3:34])([CH:30]([CH3:32])[CH3:31])[CH:27]([CH3:29])[CH3:28])[CH:24]=[CH:25][C:19]=2[CH:18]=1.[CH:36](=[O:38])[CH3:37].CC(OI1(OC(C)=O)(OC(C)=O)OC(=O)C2C=CC=CC1=2)=O, predict the reaction product. The product is: [Cl:16][C:17]1[N:22]=[N:21][C:20]2[N:23]([Si:26]([CH:30]([CH3:32])[CH3:31])([CH:33]([CH3:35])[CH3:34])[CH:27]([CH3:28])[CH3:29])[CH:24]=[CH:25][C:19]=2[C:18]=1[C:36](=[O:38])[CH3:37]. (6) The product is: [CH2:25]([N:24]([CH2:27][CH3:28])[CH2:23][CH2:22][NH:21][C:19]([C:15]1[C:14]([CH3:29])=[C:13](/[CH:12]=[C:5]2\[C:6](=[O:11])[NH:7][C:8]3[C:4]\2=[CH:3][C:2]([C:39]2[O:40][C:36]([C:30]4[CH:31]=[CH:32][CH:33]=[CH:34][CH:35]=4)=[CH:37][CH:38]=2)=[CH:10][CH:9]=3)[NH:17][C:16]=1[CH3:18])=[O:20])[CH3:26]. Given the reactants Br[C:2]1[CH:3]=[C:4]2[C:8](=[CH:9][CH:10]=1)[NH:7][C:6](=[O:11])/[C:5]/2=[CH:12]\[C:13]1[NH:17][C:16]([CH3:18])=[C:15]([C:19]([NH:21][CH2:22][CH2:23][N:24]([CH2:27][CH3:28])[CH2:25][CH3:26])=[O:20])[C:14]=1[CH3:29].[C:30]1([C:36]2[O:40][C:39](B(O)O)=[CH:38][CH:37]=2)[CH:35]=[CH:34][CH:33]=[CH:32][CH:31]=1.C(=O)([O-])[O-].[K+].[K+], predict the reaction product. (7) Given the reactants [NH3:1].[C:2]([C:4]1[CH:5]=[C:6]([S:10](Cl)(=[O:12])=[O:11])[CH:7]=[CH:8][CH:9]=1)#[N:3], predict the reaction product. The product is: [C:2]([C:4]1[CH:5]=[C:6]([S:10]([NH2:1])(=[O:12])=[O:11])[CH:7]=[CH:8][CH:9]=1)#[N:3]. (8) The product is: [Cl:11][C:12]1[CH:17]=[CH:16][C:15]([NH:18][C:19](=[S:20])[CH2:8][CH2:7][CH:1]2[CH2:6][CH2:5][CH2:4][CH:3]=[CH:2]2)=[CH:14][CH:13]=1. Given the reactants [CH:1]1([CH2:7][CH2:8][Mg]Br)[CH2:6][CH2:5][CH2:4][CH:3]=[CH:2]1.[Cl:11][C:12]1[CH:17]=[CH:16][C:15]([N:18]=[C:19]=[S:20])=[CH:14][CH:13]=1.[Cl-].[NH4+], predict the reaction product.